Task: Predict the reaction yield, written as a fraction of the theoretical maximum amount of product (1.0 means a 100% yield; for example, 0.34 means a 34% yield).. Dataset: Reaction yield outcomes from USPTO patents with 853,638 reactions The reactants are [CH3:1][N:2]1[CH:6]=[C:5]([C:7]2[CH:12]=[CH:11][CH:10]=[CH:9][CH:8]=2)[N:4]=[C:3]1[CH2:13][OH:14].CC(OI1(OC(C)=O)(OC(C)=O)OC(=O)C2C=CC=CC1=2)=O.C([O-])(O)=O.[Na+]. The catalyst is ClCCCl. The product is [CH3:1][N:2]1[CH:6]=[C:5]([C:7]2[CH:12]=[CH:11][CH:10]=[CH:9][CH:8]=2)[N:4]=[C:3]1[CH:13]=[O:14]. The yield is 0.790.